The task is: Predict the reaction yield, written as a fraction of the theoretical maximum amount of product (1.0 means a 100% yield; for example, 0.34 means a 34% yield).. This data is from Reaction yield outcomes from USPTO patents with 853,638 reactions. The reactants are [NH2:1][C:2]1[CH:6]=CNN=1.CO[C:9](=[O:20])[C:10]1[CH:15]=[CH:14][C:13]([O:16][CH:17]([F:19])[F:18])=[CH:12][CH:11]=1. No catalyst specified. The product is [F:19][CH:17]([F:18])[O:16][C:13]1[CH:12]=[CH:11][C:10]([C:9](=[O:20])[CH2:6][C:2]#[N:1])=[CH:15][CH:14]=1. The yield is 0.900.